Dataset: Forward reaction prediction with 1.9M reactions from USPTO patents (1976-2016). Task: Predict the product of the given reaction. (1) Given the reactants II.Br[CH2:4][CH2:5][CH:6]([CH3:8])[CH3:7].[CH3:9][O:10][C:11]1[CH:18]=[C:17]([CH3:19])[CH:16]=[CH:15][C:12]=1[C:13]#[N:14].[BH4-].[Na+], predict the reaction product. The product is: [CH3:9][O:10][C:11]1[CH:18]=[C:17]([CH3:19])[CH:16]=[CH:15][C:12]=1[CH:13]([NH2:14])[CH2:4][CH2:5][CH:6]([CH3:8])[CH3:7]. (2) Given the reactants [Li+].C[Si]([N-][Si](C)(C)C)(C)C.[CH2:11]([C@@:18]12[CH2:31][CH2:30][C@:29]([OH:36])([C:32]([F:35])([F:34])[F:33])[CH2:28][C@H:27]1[CH:26]=[C:25]([CH3:37])[C:24]1[CH:23]=[C:22]([C:38]([O:40][CH3:41])=[O:39])[CH:21]=[CH:20][C:19]2=1)[C:12]1[CH:17]=[CH:16][CH:15]=[CH:14][CH:13]=1.Cl[Si:43]([CH2:48][CH3:49])([CH2:46][CH3:47])[CH2:44][CH3:45], predict the reaction product. The product is: [CH2:11]([C@@:18]12[CH2:31][CH2:30][C@:29]([O:36][Si:43]([CH2:48][CH3:49])([CH2:46][CH3:47])[CH2:44][CH3:45])([C:32]([F:34])([F:35])[F:33])[CH2:28][C@H:27]1[CH:26]=[C:25]([CH3:37])[C:24]1[CH:23]=[C:22]([C:38]([O:40][CH3:41])=[O:39])[CH:21]=[CH:20][C:19]2=1)[C:12]1[CH:17]=[CH:16][CH:15]=[CH:14][CH:13]=1. (3) The product is: [F:1][C:2]1[CH:3]=[CH:4][C:5]([N:8]2[C:13](=[O:14])[CH:12]=[CH:11][N:10]=[C:9]2[CH:15]([N:17]([CH3:18])[C:28]([NH:27][C:23]2[CH:24]=[CH:25][CH:26]=[C:21]([C:20]([F:30])([F:31])[F:19])[CH:22]=2)=[O:29])[CH3:16])=[CH:6][CH:7]=1. Given the reactants [F:1][C:2]1[CH:7]=[CH:6][C:5]([N:8]2[C:13](=[O:14])[CH:12]=[CH:11][N:10]=[C:9]2[CH:15]([NH:17][CH3:18])[CH3:16])=[CH:4][CH:3]=1.[F:19][C:20]([F:31])([F:30])[C:21]1[CH:22]=[C:23]([N:27]=[C:28]=[O:29])[CH:24]=[CH:25][CH:26]=1, predict the reaction product. (4) Given the reactants Cl.O.[NH:3]1[CH2:8][CH2:7][C:6](=O)[CH2:5][CH2:4]1.Cl, predict the reaction product. The product is: [CH:5]1[C:4]2[C:7]3[CH2:8][NH:3][CH2:4][CH2:5][C:6]=3[N:3]3[C:8]=2[C:7]([CH2:6][CH2:5][CH2:4]3)=[CH:7][CH:6]=1. (5) Given the reactants [CH3:1][C:2]1[CH:7]=[C:6]([C:8]2[CH:16]=[CH:15][C:11]([C:12]([OH:14])=O)=[CH:10][CH:9]=2)[CH:5]=[CH:4][N:3]=1.[Br:17][C:18]1[CH:19]=[C:20]2[C:25](=[CH:26][CH:27]=1)[CH:24]=[C:23]([S:28]([N:31]1[CH2:36][CH2:35][NH:34][CH2:33][CH2:32]1)(=[O:30])=[O:29])[CH:22]=[CH:21]2.Cl.CN(C)CCCN=C=NCC, predict the reaction product. The product is: [Br:17][C:18]1[CH:19]=[C:20]2[C:25](=[CH:26][CH:27]=1)[CH:24]=[C:23]([S:28]([N:31]1[CH2:32][CH2:33][N:34]([C:12](=[O:14])[C:11]3[CH:10]=[CH:9][C:8]([C:6]4[CH:5]=[CH:4][N:3]=[C:2]([CH3:1])[CH:7]=4)=[CH:16][CH:15]=3)[CH2:35][CH2:36]1)(=[O:29])=[O:30])[CH:22]=[CH:21]2. (6) Given the reactants [Cl:1][C:2]1[C:3]([F:49])=[C:4]([CH:9]2[O:14][C:13](=[O:15])[N:12]([C@@H:16]3[C:32]4=[N:33][C:29](=[CH:30][N:31]4COCC[Si](C)(C)C)[C:28]4[C:23](=[CH:24][C:25]([NH:42][C:43](=[O:46])[O:44][CH3:45])=[CH:26][CH:27]=4)[NH:22][C:21](=[O:47])[C@H:20]([CH3:48])[CH2:19][CH2:18][CH2:17]3)[CH2:11][CH2:10]2)[C:5]([F:8])=[CH:6][CH:7]=1.C1N=CN(C(N2C=NC=C2)=O)C=1.[Cl-].[Na+], predict the reaction product. The product is: [Cl:1][C:2]1[C:3]([F:49])=[C:4]([C@@H:9]2[O:14][C:13](=[O:15])[N:12]([C@@H:16]3[C:32]4=[N:33][C:29](=[CH:30][NH:31]4)[C:28]4[C:23](=[CH:24][C:25]([NH:42][C:43](=[O:46])[O:44][CH3:45])=[CH:26][CH:27]=4)[NH:22][C:21](=[O:47])[C@H:20]([CH3:48])[CH2:19][CH2:18][CH2:17]3)[CH2:11][CH2:10]2)[C:5]([F:8])=[CH:6][CH:7]=1. (7) Given the reactants Br[C:2]1[C:3]([C:23]2[CH:28]=[CH:27][C:26]([Cl:29])=[CH:25][CH:24]=2)=[CH:4][C:5]2[N:6]([C:8]([CH2:11][C:12]3[C:13]([CH3:22])=[N:14][C:15]([C:18]([F:21])([F:20])[F:19])=[CH:16][CH:17]=3)=[N:9][N:10]=2)[CH:7]=1.[Cl:30][C:31]1[CH:36]=[C:35]([Cl:37])[CH:34]=[CH:33][C:32]=1B(O)O.C([O-])([O-])=O.[K+].[K+], predict the reaction product. The product is: [Cl:29][C:26]1[CH:27]=[CH:28][C:23]([C:3]2[C:2]([C:34]3[CH:33]=[CH:32][C:31]([Cl:30])=[CH:36][C:35]=3[Cl:37])=[CH:7][N:6]3[C:8]([CH2:11][C:12]4[C:13]([CH3:22])=[N:14][C:15]([C:18]([F:20])([F:19])[F:21])=[CH:16][CH:17]=4)=[N:9][N:10]=[C:5]3[CH:4]=2)=[CH:24][CH:25]=1.